From a dataset of Reaction yield outcomes from USPTO patents with 853,638 reactions. Predict the reaction yield, written as a fraction of the theoretical maximum amount of product (1.0 means a 100% yield; for example, 0.34 means a 34% yield). (1) The reactants are I[CH2:2][C@@H:3]([CH3:16])[CH2:4][N:5]1[C:10]2[CH:11]=[CH:12][CH:13]=[CH:14][C:9]=2[O:8][CH2:7][C:6]1=[O:15].[CH2:17]([CH:22]1[CH2:28][CH:27]2[NH:29][CH:24]([CH2:25][CH2:26]2)[CH2:23]1)[CH2:18][CH2:19][CH2:20][CH3:21]. The catalyst is CCN(CC)CC. The product is [CH3:16][C@H:3]([CH2:2][N:29]1[CH:24]2[CH2:25][CH2:26][CH:27]1[CH2:28][CH:22]([CH2:17][CH2:18][CH2:19][CH2:20][CH3:21])[CH2:23]2)[CH2:4][N:5]1[C:10]2[CH:11]=[CH:12][CH:13]=[CH:14][C:9]=2[O:8][CH2:7][C:6]1=[O:15]. The yield is 0.630. (2) The reactants are [CH2:1]([Li])[CH2:2][CH2:3][CH3:4].BrC1C2[O:14][C:13]([C:16]3[CH:21]=[CH:20][C:19]([O:22][CH3:23])=[CH:18][CH:17]=3)=[N:12][C:11]=2[CH:10]=[C:9]([O:24][CH3:25])[CH:8]=1.ICC. The catalyst is C1COCC1. The product is [CH2:3]([C:2]1[C:1]2[O:14][C:13]([C:16]3[CH:17]=[CH:18][C:19]([O:22][CH3:23])=[CH:20][CH:21]=3)=[N:12][C:11]=2[CH:10]=[C:9]([O:24][CH3:25])[CH:8]=1)[CH3:4]. The yield is 0.910. (3) The reactants are F[C:2]1[CH:9]=[CH:8][C:5]([CH:6]=[O:7])=[CH:4][CH:3]=1.[C:10]1([OH:16])[CH:15]=[CH:14][CH:13]=[CH:12][CH:11]=1.C([O-])([O-])=O.[K+].[K+]. The catalyst is CN(C=O)C. The product is [O:16]([C:2]1[CH:9]=[CH:8][C:5]([CH:6]=[O:7])=[CH:4][CH:3]=1)[C:10]1[CH:15]=[CH:14][CH:13]=[CH:12][CH:11]=1. The yield is 0.965. (4) The reactants are [CH:1]1([S:4]([O:7][CH2:8][CH2:9][CH2:10][CH3:11])(=[O:6])=[O:5])[CH2:3][CH2:2]1.[CH2:12]1COCC1.CI. No catalyst specified. The product is [CH3:12][C:1]1([S:4]([O:7][CH2:8][CH2:9][CH2:10][CH3:11])(=[O:6])=[O:5])[CH2:3][CH2:2]1. The yield is 0.550. (5) The product is [F:10][C:11]1[CH:16]=[C:15]([F:17])[CH:14]=[CH:13][C:12]=1[C:2]1[N:9]=[CH:8][CH:7]=[CH:6][C:3]=1[C:4]#[N:5]. No catalyst specified. The yield is 0.780. The reactants are Cl[C:2]1[N:9]=[CH:8][CH:7]=[CH:6][C:3]=1[C:4]#[N:5].[F:10][C:11]1[CH:16]=[C:15]([F:17])[CH:14]=[CH:13][C:12]=1B(O)O. (6) The reactants are C[O:2][C:3](=O)[C:4]1[CH:9]=[C:8]([NH:10][CH:11]2[CH2:16][CH2:15][CH2:14][N:13]([C:17]([O:19][C:20]([CH3:23])([CH3:22])[CH3:21])=[O:18])[CH2:12]2)[CH:7]=[N:6][C:5]=1[O:24][C:25]1[CH:30]=[CH:29][C:28]([O:31][C:32]2[CH:37]=[CH:36][CH:35]=[C:34]([F:38])[CH:33]=2)=[CH:27][CH:26]=1.[NH3:40]. No catalyst specified. The product is [C:20]([O:19][C:17]([N:13]1[CH2:14][CH2:15][CH2:16][CH:11]([NH:10][C:8]2[CH:7]=[N:6][C:5]([O:24][C:25]3[CH:30]=[CH:29][C:28]([O:31][C:32]4[CH:37]=[CH:36][CH:35]=[C:34]([F:38])[CH:33]=4)=[CH:27][CH:26]=3)=[C:4]([C:3](=[O:2])[NH2:40])[CH:9]=2)[CH2:12]1)=[O:18])([CH3:23])([CH3:21])[CH3:22]. The yield is 0.751.